This data is from Full USPTO retrosynthesis dataset with 1.9M reactions from patents (1976-2016). The task is: Predict the reactants needed to synthesize the given product. (1) Given the product [CH3:1][O:2][C:3]1[CH:8]=[C:7]([CH:6]=[CH:5][C:4]=1[O:11][CH2:14][CH2:15][N:16]1[CH2:21][CH2:20][O:19][CH2:18][CH2:17]1)[CH:9]=[O:10], predict the reactants needed to synthesize it. The reactants are: [CH3:1][O:2][C:3]1[CH:8]=[C:7]([CH:9]=[O:10])[CH:6]=[CH:5][C:4]=1[OH:11].Cl.Cl[CH2:14][CH2:15][N:16]1[CH2:21][CH2:20][O:19][CH2:18][CH2:17]1.[I-].[Na+].C(=O)([O-])[O-].[K+].[K+]. (2) Given the product [CH3:47][N:30]([CH3:29])[C:31]1([C:41]2[CH:42]=[CH:43][CH:44]=[CH:45][CH:46]=2)[CH2:36][CH2:35][CH:34]([CH2:37][C:38]([NH:20][CH2:19][CH2:18][CH2:17][C:11]2[CH:16]=[CH:15][CH:14]=[CH:13][CH:12]=2)=[O:39])[CH2:33][CH2:32]1, predict the reactants needed to synthesize it. The reactants are: ON1C2C=CC=CC=2N=N1.[C:11]1([CH2:17][CH2:18][CH2:19][NH2:20])[CH:16]=[CH:15][CH:14]=[CH:13][CH:12]=1.CN1CCOCC1.Cl.[CH3:29][N:30]([CH3:47])[C:31]1([C:41]2[CH:46]=[CH:45][CH:44]=[CH:43][CH:42]=2)[CH2:36][CH2:35][CH:34]([CH2:37][C:38](O)=[O:39])[CH2:33][CH2:32]1.C1(N=C=NC2CCCCC2)CCCCC1.[OH-].[Na+]. (3) Given the product [CH3:1][O:2][C:3]1[CH:8]=[CH:7][CH:6]=[C:5]([O:9][CH3:10])[C:4]=1[CH:11]1[N:16]([CH2:20][C:21]2[CH:26]=[CH:25][C:24]([O:27][C:28]([F:29])([F:30])[F:31])=[CH:23][CH:22]=2)[C:15](=[O:17])[CH2:14][CH:13]([CH3:18])[CH2:12]1, predict the reactants needed to synthesize it. The reactants are: [CH3:1][O:2][C:3]1[CH:8]=[CH:7][CH:6]=[C:5]([O:9][CH3:10])[C:4]=1[CH:11]1[NH:16][C:15](=[O:17])[CH2:14][CH:13]([CH3:18])[CH2:12]1.Br[CH2:20][C:21]1[CH:26]=[CH:25][C:24]([O:27][C:28]([F:31])([F:30])[F:29])=[CH:23][CH:22]=1. (4) Given the product [OH:19][C@H:14]1[CH2:15][CH2:16][CH2:17][CH2:18][C@H:13]1[NH:12][C:9]1[N:10]=[CH:11][C:6]2[CH:5]=[N:4][CH:3]=[C:2]([C:29]3[C:30]4[C:35](=[CH:34][C:33]([C:36]#[N:37])=[CH:32][CH:31]=4)[NH:27][CH:28]=3)[C:7]=2[N:8]=1, predict the reactants needed to synthesize it. The reactants are: I[C:2]1[C:7]2[N:8]=[C:9]([NH:12][CH:13]3[CH2:18][CH2:17][CH2:16][CH2:15][CH:14]3[OH:19])[N:10]=[CH:11][C:6]=2[CH:5]=[N:4][CH:3]=1.C([N:27]1[C:35]2[C:30](=[CH:31][CH:32]=[C:33]([C:36]#[N:37])[CH:34]=2)[C:29](B(O)O)=[CH:28]1)(OC(C)(C)C)=O.C1(P(C2CCCCC2)C2C=CC=CC=2C2C(OC)=CC=CC=2OC)CCCCC1.C(=O)([O-])[O-].[K+].[K+].COCCOC.O. (5) Given the product [OH:1][N:2]1[C:7]([CH3:8])([CH3:9])[CH2:6][CH:5]([O:10][CH2:13][CH:15]2[O:17][CH2:16]2)[CH2:4][C:3]1([CH3:12])[CH3:11], predict the reactants needed to synthesize it. The reactants are: [OH:1][N:2]1[C:7]([CH3:9])([CH3:8])[CH2:6][CH:5]([OH:10])[CH2:4][C:3]1([CH3:12])[CH3:11].[CH2:13]([CH:15]1[O:17][CH2:16]1)Cl. (6) Given the product [N+:7]([C:10]1[CH:15]=[CH:14][C:13]([N:16]2[CH2:22][CH2:21][CH2:20][S:17]2(=[O:19])=[O:18])=[CH:12][CH:11]=1)([O-:9])=[O:8], predict the reactants needed to synthesize it. The reactants are: C(=O)([O-])[O-].[Cs+].[Cs+].[N+:7]([C:10]1[CH:15]=[CH:14][C:13]([NH:16][S:17]([CH2:20][CH2:21][CH2:22]Cl)(=[O:19])=[O:18])=[CH:12][CH:11]=1)([O-:9])=[O:8].